From a dataset of NCI-60 drug combinations with 297,098 pairs across 59 cell lines. Regression. Given two drug SMILES strings and cell line genomic features, predict the synergy score measuring deviation from expected non-interaction effect. (1) Drug 1: CC1=C2C(C(=O)C3(C(CC4C(C3C(C(C2(C)C)(CC1OC(=O)C(C(C5=CC=CC=C5)NC(=O)OC(C)(C)C)O)O)OC(=O)C6=CC=CC=C6)(CO4)OC(=O)C)O)C)O. Drug 2: CN1C2=C(C=C(C=C2)N(CCCl)CCCl)N=C1CCCC(=O)O.Cl. Cell line: EKVX. Synergy scores: CSS=4.43, Synergy_ZIP=0.301, Synergy_Bliss=2.34, Synergy_Loewe=-1.78, Synergy_HSA=1.24. (2) Drug 2: CC1=CC=C(C=C1)C2=CC(=NN2C3=CC=C(C=C3)S(=O)(=O)N)C(F)(F)F. Drug 1: CC1OCC2C(O1)C(C(C(O2)OC3C4COC(=O)C4C(C5=CC6=C(C=C35)OCO6)C7=CC(=C(C(=C7)OC)O)OC)O)O. Cell line: NCI-H460. Synergy scores: CSS=45.7, Synergy_ZIP=3.44, Synergy_Bliss=2.97, Synergy_Loewe=-20.5, Synergy_HSA=2.16.